Dataset: Reaction yield outcomes from USPTO patents with 853,638 reactions. Task: Predict the reaction yield, written as a fraction of the theoretical maximum amount of product (1.0 means a 100% yield; for example, 0.34 means a 34% yield). The reactants are C([O:3][P:4]([CH2:9][CH2:10][NH:11][CH2:12][C:13]([N:15]1[C:23]2[C:18](=[CH:19][C:20]([O:24][CH:25]3[CH2:30][CH2:29][CH:28]([C:31]([CH3:34])([CH3:33])[CH3:32])[CH2:27][CH2:26]3)=[CH:21][CH:22]=2)[CH2:17][CH2:16]1)=[O:14])(=[O:8])[O:5]CC)C.Br[Si](C)(C)C. The catalyst is C(#N)C. The product is [C:31]([C@H:28]1[CH2:29][CH2:30][C@H:25]([O:24][C:20]2[CH:19]=[C:18]3[C:23](=[CH:22][CH:21]=2)[N:15]([C:13](=[O:14])[CH2:12][NH:11][CH2:10][CH2:9][P:4](=[O:3])([OH:8])[OH:5])[CH2:16][CH2:17]3)[CH2:26][CH2:27]1)([CH3:34])([CH3:32])[CH3:33]. The yield is 0.530.